This data is from Reaction yield outcomes from USPTO patents with 853,638 reactions. The task is: Predict the reaction yield, written as a fraction of the theoretical maximum amount of product (1.0 means a 100% yield; for example, 0.34 means a 34% yield). (1) The reactants are [CH3:1][C:2]1[N:6]([CH2:7][CH2:8][O:9][C:10]2[CH:15]=[CH:14][C:13]([CH2:16][C@H:17]([O:23][CH2:24][CH3:25])[C:18]([O:20]CC)=[O:19])=[CH:12][CH:11]=2)[C:5]([C:26]2C=CC=CC=2C)=[CH:4][CH:3]=1.[OH-].[Na+]. The catalyst is CO. The product is [CH3:26][C:5]1[N:6]([CH2:7][CH2:8][O:9][C:10]2[CH:11]=[CH:12][C:13]([CH2:16][C@H:17]([O:23][CH2:24][CH3:25])[C:18]([OH:20])=[O:19])=[CH:14][CH:15]=2)[C:2]([CH3:1])=[CH:3][CH:4]=1. The yield is 0.940. (2) The reactants are [CH3:1][N:2]([C:4]1C=[CH:8][CH:7]=[CH:6][C:5]=1[P+](CCCCC(O)=O)(C1C=CC=CC=1)C1C=CC=CC=1)[CH3:3].C[Si](C)(C)[N-][Si](C)(C)C.[K+].[CH:40]([C:42]1[CH:43]=[C:44]([CH:49]=[CH:50][CH:51]=1)[C:45]([O:47]C)=[O:46])=O.C1C[O:55]CC1. The yield is 0.930. The product is [CH3:1][N:2]([CH3:3])[C:4](=[O:55])[CH2:5][CH2:6][CH2:7]/[CH:8]=[CH:40]\[C:42]1[CH:43]=[C:44]([CH:49]=[CH:50][CH:51]=1)[C:45]([OH:47])=[O:46]. The catalyst is ClCCl. (3) The reactants are [Cl:1][C:2]1[CH:7]=[CH:6][C:5]([CH2:8][S:9]([CH3:12])(=[O:11])=[O:10])=[CH:4][N:3]=1.Br[CH2:14][CH2:15]Br. No catalyst specified. The product is [Cl:1][C:2]1[CH:7]=[CH:6][C:5]([C:8]2([S:9]([CH3:12])(=[O:11])=[O:10])[CH2:15][CH2:14]2)=[CH:4][N:3]=1. The yield is 0.520. (4) The reactants are Br[C:2]1[N:6]2[C:7](=[O:20])[CH:8]=[C:9]([CH2:11][C:12]3[CH:13]=[C:14]([CH:17]=[CH:18][CH:19]=3)[C:15]#[N:16])[N:10]=[C:5]2[S:4][C:3]=1[CH3:21].C(=O)([O-])[O-].[Na+].[Na+].[OH:28][CH2:29][C@@H:30]1[CH2:32][C@H:31]1[B-](F)(F)F.[K+]. The catalyst is CC#N.O.C1C=CC(P(C2C=CC=CC=2)[C-]2C=CC=C2)=CC=1.C1C=CC(P(C2C=CC=CC=2)[C-]2C=CC=C2)=CC=1.Cl[Pd]Cl.[Fe+2]. The product is [OH:28][CH2:29][C@@H:30]1[CH2:32][C@H:31]1[C:2]1[N:6]2[C:7](=[O:20])[CH:8]=[C:9]([CH2:11][C:12]3[CH:13]=[C:14]([CH:17]=[CH:18][CH:19]=3)[C:15]#[N:16])[N:10]=[C:5]2[S:4][C:3]=1[CH3:21]. The yield is 0.210. (5) The reactants are CC1(C)C(C)(C)[O:5][B:4]([C:9]2[CH:14]=[CH:13][C:12]([C:15]3([NH:19][C:20](=[O:26])[O:21][C:22]([CH3:25])([CH3:24])[CH3:23])[CH2:18][CH2:17][CH2:16]3)=[CH:11][CH:10]=2)[O:3]1.C([O-])(=O)C.[NH4+].I([O-])(=O)(=O)=O.[Na+].O. The catalyst is CC(C)=O.C1(C)C=CC=CC=1. The product is [C:22]([O:21][C:20]([NH:19][C:15]1([C:12]2[CH:11]=[CH:10][C:9]([B:4]([OH:5])[OH:3])=[CH:14][CH:13]=2)[CH2:18][CH2:17][CH2:16]1)=[O:26])([CH3:25])([CH3:23])[CH3:24]. The yield is 0.750. (6) The product is [OH:1][CH:2]1[CH:9]2[CH2:10][C:5]3([C:11]4[NH:19][C:18]5[C:17](=[O:26])[N:16]([CH2:27][CH2:28][CH3:29])[C:15](=[O:30])[N:14]([CH2:31][CH2:32][CH3:33])[C:13]=5[N:12]=4)[CH2:6][CH:7]([O:8]2)[CH:3]1[O:4]3. The yield is 0.380. The catalyst is Cl.C1COCC1.CO. The reactants are [OH:1][CH:2]1[CH:9]2[CH2:10][C:5]3([C:11]4[N:19](C5CCCCO5)[C:18]5[C:17](=[O:26])[N:16]([CH2:27][CH2:28][CH3:29])[C:15](=[O:30])[N:14]([CH2:31][CH2:32][CH3:33])[C:13]=5[N:12]=4)[CH2:6][CH:7]([O:8]2)[CH:3]1[O:4]3. (7) The reactants are F[C:2]1[C:7]([C:8]2[N:13]=[CH:12][CH:11]=[CH:10][N:9]=2)=[CH:6][CH:5]=[CH:4][N:3]=1.[NH3:14]. The catalyst is C1COCC1. The product is [N:9]1[CH:10]=[CH:11][CH:12]=[N:13][C:8]=1[C:7]1[C:2]([NH2:14])=[N:3][CH:4]=[CH:5][CH:6]=1. The yield is 0.600. (8) The catalyst is C(Cl)Cl. The product is [CH2:46]([O:45][CH2:44][CH2:43][O:42][CH2:41][CH2:40][O:39][CH2:38][CH2:37][O:36][CH2:35][CH2:34][O:33][CH2:32][CH2:31][O:30][C:27]1[CH:26]=[CH:25][C:24]([O:23][CH2:22][CH2:21][O:20][CH2:19][CH2:18][O:17][CH2:16][CH2:15][O:14][CH2:13][CH2:12][O:11][CH2:10][CH2:9][OH:8])=[CH:29][CH:28]=1)[C:47]1[CH:48]=[CH:49][CH:50]=[CH:51][CH:52]=1. The yield is 0.850. The reactants are C([O:8][CH2:9][CH2:10][O:11][CH2:12][CH2:13][O:14][CH2:15][CH2:16][O:17][CH2:18][CH2:19][O:20][CH2:21][CH2:22][O:23][C:24]1[CH:29]=[CH:28][C:27]([O:30][CH2:31][CH2:32][O:33][CH2:34][CH2:35][O:36][CH2:37][CH2:38][O:39][CH2:40][CH2:41][O:42][CH2:43][CH2:44][O:45][C:46](C2C=CC=CC=2)(C2C=CC=CC=2)[C:47]2[CH:52]=[CH:51][CH:50]=[CH:49][CH:48]=2)=[CH:26][CH:25]=1)C1C=CC=CC=1.FC(F)(F)C(O)=O.O.C(OCC)(=O)C.